Dataset: Full USPTO retrosynthesis dataset with 1.9M reactions from patents (1976-2016). Task: Predict the reactants needed to synthesize the given product. (1) Given the product [F:25][C:24]([F:27])([F:26])[S:21]([O:12][C:9]1[CH2:10][CH2:11][C:5]2([O:4][CH2:3][C:2]([CH3:13])([CH3:1])[CH2:6]2)[CH2:7][CH:8]=1)(=[O:23])=[O:22], predict the reactants needed to synthesize it. The reactants are: [CH3:1][C:2]1([CH3:13])[CH2:6][C:5]2([CH2:11][CH2:10][C:9](=[O:12])[CH2:8][CH2:7]2)[O:4][CH2:3]1.C1C=CC(N([S:21]([C:24]([F:27])([F:26])[F:25])(=[O:23])=[O:22])[S:21]([C:24]([F:27])([F:26])[F:25])(=[O:23])=[O:22])=CC=1. (2) Given the product [CH2:10]([C:12]1[C:22]([C:23]([CH3:25])([CH3:24])[CH3:26])=[C:21]([OH:27])[C:20]([C:28]([CH3:29])([CH3:31])[CH3:30])=[CH:19][C:13]=1[CH2:14][P:15](=[O:16])([O-:18])[O-:17])[CH3:11].[CH2:10]([C:12]1[C:22]([C:23]([CH3:25])([CH3:24])[CH3:26])=[C:21]([OH:27])[C:20]([C:28]([CH3:29])([CH3:31])[CH3:30])=[CH:19][C:13]=1[CH2:14][P:15](=[O:16])([O-:18])[O-:17])[CH3:11].[Ba+2:5].[Ba+2:5], predict the reactants needed to synthesize it. The reactants are: [N+]([O-])([O-])=O.[Ba+2:5].[N+]([O-])([O-])=O.[CH2:10]([C:12]1[C:22]([C:23]([CH3:26])([CH3:25])[CH3:24])=[C:21]([OH:27])[C:20]([C:28]([CH3:31])([CH3:30])[CH3:29])=[CH:19][C:13]=1[CH2:14][P:15](=[O:18])([O-:17])[O-:16])[CH3:11].[Na+].[Na+]. (3) Given the product [CH3:1][C:2]1[CH:7]=[C:6]([CH3:8])[N:5]=[C:4]2[S:9][CH:10]=[C:11]([NH:12][C:27]([CH:24]3[CH2:23][CH2:22][N:21]([C:17]4[CH:18]=[CH:19][CH:20]=[C:15]([C:14]([F:31])([F:13])[F:30])[CH:16]=4)[CH2:26][CH2:25]3)=[O:28])[C:3]=12, predict the reactants needed to synthesize it. The reactants are: [CH3:1][C:2]1[CH:7]=[C:6]([CH3:8])[N:5]=[C:4]2[S:9][CH:10]=[C:11]([NH2:12])[C:3]=12.[F:13][C:14]([F:31])([F:30])[C:15]1[CH:16]=[C:17]([N:21]2[CH2:26][CH2:25][CH:24]([C:27](O)=[O:28])[CH2:23][CH2:22]2)[CH:18]=[CH:19][CH:20]=1. (4) Given the product [C:32]([O:20][C:17]1[CH:18]=[CH:19][C:14]([C:12]2[N:13]=[C:8]([CH2:1][C:2]3[CH:7]=[CH:6][CH:5]=[CH:4][CH:3]=3)[C:9]([NH:21][C:22](=[O:31])[CH2:23][C:24]3[CH:25]=[CH:26][C:27]([O:30][C:44](=[O:46])[CH3:45])=[CH:28][CH:29]=3)=[N:10][CH:11]=2)=[CH:15][CH:16]=1)(=[O:34])[CH3:33], predict the reactants needed to synthesize it. The reactants are: [CH2:1]([C:8]1[C:9]([NH:21][C:22](=[O:31])[CH2:23][C:24]2[CH:29]=[CH:28][C:27]([OH:30])=[CH:26][CH:25]=2)=[N:10][CH:11]=[C:12]([C:14]2[CH:19]=[CH:18][C:17]([OH:20])=[CH:16][CH:15]=2)[N:13]=1)[C:2]1[CH:7]=[CH:6][CH:5]=[CH:4][CH:3]=1.[C:32](OC(=O)C)(=[O:34])[CH3:33].C(=O)(O)[O-].[Na+].[C:44](OCC)(=[O:46])[CH3:45].